From a dataset of Reaction yield outcomes from USPTO patents with 853,638 reactions. Predict the reaction yield, written as a fraction of the theoretical maximum amount of product (1.0 means a 100% yield; for example, 0.34 means a 34% yield). The reactants are [CH3:1][C:2]1[C:3]([C:11]2[CH:16]=[CH:15][C:14]([C:17]([F:20])([F:19])[F:18])=[CH:13][CH:12]=2)=[N:4][CH:5]=[C:6]([N+:8]([O-])=O)[CH:7]=1.[H][H]. The catalyst is C(O)C.[Pd]. The product is [CH3:1][C:2]1[CH:7]=[C:6]([NH2:8])[CH:5]=[N:4][C:3]=1[C:11]1[CH:12]=[CH:13][C:14]([C:17]([F:20])([F:18])[F:19])=[CH:15][CH:16]=1. The yield is 0.990.